Predict the reactants needed to synthesize the given product. From a dataset of Full USPTO retrosynthesis dataset with 1.9M reactions from patents (1976-2016). (1) Given the product [Cl:1][C:2]1[CH:10]=[N:9][CH:8]=[CH:7][C:3]=1[C:4]([Cl:13])=[O:5], predict the reactants needed to synthesize it. The reactants are: [Cl:1][C:2]1[CH:10]=[N:9][CH:8]=[CH:7][C:3]=1[C:4](O)=[O:5].S(Cl)([Cl:13])=O. (2) Given the product [Cl:30][C:12]1[C:11]2[C:6](=[N:7][C:8]([C:18]3[C:23]([C:24]([F:27])([F:26])[F:25])=[CH:22][CH:21]=[CH:20][N:19]=3)=[CH:9][CH:10]=2)[N:5]=[C:4]([CH2:3][O:2][CH3:1])[C:13]=1[N+:14]([O-:16])=[O:15], predict the reactants needed to synthesize it. The reactants are: [CH3:1][O:2][CH2:3][C:4]1[C:13]([N+:14]([O-:16])=[O:15])=[C:12](O)[C:11]2[C:6](=[N:7][C:8]([C:18]3[C:23]([C:24]([F:27])([F:26])[F:25])=[CH:22][CH:21]=[CH:20][N:19]=3)=[CH:9][CH:10]=2)[N:5]=1.P(Cl)(Cl)([Cl:30])=O.N1C(C)=CC=CC=1C.C(=O)(O)[O-].[Na+]. (3) Given the product [F:22][C:16]1[CH:17]=[CH:18][C:19]([F:21])=[CH:20][C:15]=1[C:13]1[CH2:12][N:11]([C:23]([N:25]([CH3:32])[CH:26]2[CH2:31][CH2:30][N:29]([CH2:46][S:48]([CH3:51])(=[O:50])=[O:49])[CH2:28][CH2:27]2)=[O:24])[C:10]([CH2:9][OH:8])([C:33]2[CH:34]=[CH:35][CH:36]=[CH:37][CH:38]=2)[CH:14]=1, predict the reactants needed to synthesize it. The reactants are: [Si]([O:8][CH2:9][C:10]1([C:33]2[CH:38]=[CH:37][CH:36]=[CH:35][CH:34]=2)[CH:14]=[C:13]([C:15]2[CH:20]=[C:19]([F:21])[CH:18]=[CH:17][C:16]=2[F:22])[CH2:12][N:11]1[C:23]([N:25]([CH3:32])[CH:26]1[CH2:31][CH2:30][NH:29][CH2:28][CH2:27]1)=[O:24])(C(C)(C)C)(C)C.C(N(CC)CC)C.[CH:46]([S:48]([CH3:51])(=[O:50])=[O:49])=C.FC(F)(F)C(O)=O. (4) The reactants are: [H-].[Na+].[Br:3][C:4]1[CH:9]=[CH:8][C:7]([OH:10])=[C:6]([C:11]2[N:15]([CH3:16])[N:14]=[CH:13][CH:12]=2)[CH:5]=1.[C:17]([C:19]1[CH:20]=[C:21]([S:26]([N:29]([CH2:35][C:36]2[CH:41]=[CH:40][C:39]([O:42][CH3:43])=[CH:38][C:37]=2[O:44][CH3:45])[C:30]2[S:31][CH:32]=[CH:33][N:34]=2)(=[O:28])=[O:27])[CH:22]=[CH:23][C:24]=1F)#[N:18]. Given the product [Br:3][C:4]1[CH:9]=[CH:8][C:7]([O:10][C:24]2[CH:23]=[CH:22][C:21]([S:26]([N:29]([CH2:35][C:36]3[CH:41]=[CH:40][C:39]([O:42][CH3:43])=[CH:38][C:37]=3[O:44][CH3:45])[C:30]3[S:31][CH:32]=[CH:33][N:34]=3)(=[O:28])=[O:27])=[CH:20][C:19]=2[C:17]#[N:18])=[C:6]([C:11]2[N:15]([CH3:16])[N:14]=[CH:13][CH:12]=2)[CH:5]=1, predict the reactants needed to synthesize it. (5) Given the product [CH2:30]([O:24][C:23](=[O:25])[C:22]1[CH:26]=[CH:27][CH:28]=[C:20]([NH:19][N:12]=[C:13]2[C:14]([NH2:15])=[N:36][N:35]=[C:16]2[NH2:17])[CH:21]=1)[CH3:31], predict the reactants needed to synthesize it. The reactants are: C(OC(=O)C1C=CC=C(N[N:12]=[C:13]([C:16]#[N:17])[C:14]#[N:15])C=1)C.[NH2:19][C:20]1[CH:21]=[C:22]([CH:26]=[CH:27][CH:28]=1)[C:23]([O-:25])=[O:24].C(#N)[CH2:30][C:31]#N.O.[NH2:35][NH2:36]. (6) The reactants are: Cl[C:2]1[C:11]([C:12]([NH:14][S:15]([CH3:18])(=[O:17])=[O:16])=[O:13])=[CH:10][C:9]2[C:4](=[CH:5][CH:6]=[CH:7][CH:8]=2)[N:3]=1.[C:19](=[O:22])([O-])[O-].[K+].[K+].[CH3:25][C:26]1([CH3:32])[CH2:30][C@H:29]([CH3:31])[CH2:28][NH:27]1.CS(C)=O.[CH3:37][OH:38]. Given the product [CH3:37][O:38][C:7]1[CH:8]=[C:9]2[C:4](=[CH:5][CH:6]=1)[N:3]=[C:2]([N:27]1[CH2:28][C@@H:29]([CH3:31])[CH2:30][C:26]1([CH3:32])[CH3:25])[C:11]([C:12]([NH:14][S:15]([C:18]1[C:19](=[O:22])[NH:3][CH:2]=[CH:11][CH:10]=1)(=[O:17])=[O:16])=[O:13])=[CH:10]2, predict the reactants needed to synthesize it. (7) Given the product [O:12]=[C:9]1[CH:10]=[CH:11][C:6](=[N:5][S:2]([CH3:1])(=[O:4])=[O:3])[CH:7]=[CH:8]1, predict the reactants needed to synthesize it. The reactants are: [CH3:1][S:2]([NH:5][C:6]1[CH:11]=[CH:10][C:9]([OH:12])=[CH:8][CH:7]=1)(=[O:4])=[O:3].C([O-])(=O)C.C([O-])(=O)C.C([O-])(=O)C.C([O-])(=O)C.[Pb+4].C(O)CO. (8) Given the product [CH3:18][O:19][C:20]1[C:21]([N:28]2[C:14](=[O:16])[C:5]3[C:4](=[CH:9][C:8]([C:10]([O:12][CH3:13])=[O:11])=[CH:7][CH:6]=3)[NH:1][C:2]2=[S:3])=[N:22][CH:23]=[C:24]([O:26][CH3:27])[CH:25]=1, predict the reactants needed to synthesize it. The reactants are: [N:1]([C:4]1[CH:9]=[C:8]([C:10]([O:12][CH3:13])=[O:11])[CH:7]=[CH:6][C:5]=1[C:14]([O:16]C)=O)=[C:2]=[S:3].[CH3:18][O:19][C:20]1[C:21]([NH2:28])=[N:22][CH:23]=[C:24]([O:26][CH3:27])[CH:25]=1.